From a dataset of Forward reaction prediction with 1.9M reactions from USPTO patents (1976-2016). Predict the product of the given reaction. (1) The product is: [N:18]1[C:19]2[C:24](=[CH:23][CH:22]=[CH:21][CH:20]=2)[CH:25]=[C:16]([N:5]2[CH2:6][C@@H:1]3[CH2:7][C@H:4]2[CH2:3][N:2]3[C:8]([O:10][C:11]([CH3:14])([CH3:13])[CH3:12])=[O:9])[CH:17]=1. Given the reactants [C@H:1]12[CH2:7][C@H:4]([NH:5][CH2:6]1)[CH2:3][N:2]2[C:8]([O:10][C:11]([CH3:14])([CH3:13])[CH3:12])=[O:9].Br[C:16]1[CH:17]=[N:18][C:19]2[C:24]([CH:25]=1)=[CH:23][CH:22]=[CH:21][CH:20]=2, predict the reaction product. (2) Given the reactants CN(C)C=[CH:4][C:5]1[CH:10]=[CH:9][N:8]([C:11]2[CH:15]=[CH:14][S:13][CH:12]=2)[C:7](=[O:16])[CH:6]=1.I([O-])(=O)(=O)=[O:19].[Na+], predict the reaction product. The product is: [S:13]1[CH:14]=[CH:15][C:11]([N:8]2[CH:9]=[CH:10][C:5]([CH:4]=[O:19])=[CH:6][C:7]2=[O:16])=[CH:12]1. (3) Given the reactants [CH:1]1([N:7]([C@H:18]2[CH2:23][CH2:22][C@H:21]([CH3:24])[CH2:20][CH2:19]2)[C:8]([NH:10][C:11]2[S:12][C:13]([CH:16]=O)=[CH:14][N:15]=2)=[O:9])[CH2:6][CH2:5][CH2:4][CH2:3][CH2:2]1.Cl.[CH3:26][N:27]([CH3:37])[S:28]([N:31]1[CH2:36][CH2:35][NH:34][CH2:33][CH2:32]1)(=[O:30])=[O:29], predict the reaction product. The product is: [CH3:26][N:27]([CH3:37])[S:28]([N:31]1[CH2:36][CH2:35][N:34]([CH2:16][C:13]2[S:12][C:11]([NH:10][C:8]([N:7]([CH:1]3[CH2:6][CH2:5][CH2:4][CH2:3][CH2:2]3)[C@H:18]3[CH2:19][CH2:20][C@H:21]([CH3:24])[CH2:22][CH2:23]3)=[O:9])=[N:15][CH:14]=2)[CH2:33][CH2:32]1)(=[O:29])=[O:30].